This data is from Full USPTO retrosynthesis dataset with 1.9M reactions from patents (1976-2016). The task is: Predict the reactants needed to synthesize the given product. (1) The reactants are: Br[C:2]1[CH:3]=[C:4]([NH:14][C:15]2[C:24]3[C:19](=[CH:20][C:21]([F:26])=[CH:22][C:23]=3[F:25])[N:18]=[C:17]([C:27]3[CH:32]=[CH:31][CH:30]=[CH:29][N:28]=3)[C:16]=2[CH3:33])[C:5]([N:8]2[CH2:13][CH2:12][O:11][CH2:10][CH2:9]2)=[N:6][CH:7]=1.CC1(C)C(C)(C)[O:38][B:37](B2OC(C)(C)C(C)(C)O2)[O:36]1.C([O-])(=O)C.[K+]. Given the product [F:25][C:23]1[CH:22]=[C:21]([F:26])[CH:20]=[C:19]2[C:24]=1[C:15]([NH:14][C:4]1[CH:3]=[C:2]([B:37]([OH:38])[OH:36])[CH:7]=[N:6][C:5]=1[N:8]1[CH2:13][CH2:12][O:11][CH2:10][CH2:9]1)=[C:16]([CH3:33])[C:17]([C:27]1[CH:32]=[CH:31][CH:30]=[CH:29][N:28]=1)=[N:18]2, predict the reactants needed to synthesize it. (2) Given the product [C:7]12([C:17]([NH:29][NH:28][C:27]([NH:26][C:20]3[CH:21]=[CH:22][CH:23]=[CH:24][CH:25]=3)=[S:30])=[O:18])[CH2:16][CH:11]3[CH2:12][CH:13]([CH2:15][CH:9]([CH2:10]3)[CH2:8]1)[CH2:14]2, predict the reactants needed to synthesize it. The reactants are: N1C=CC=CC=1.[C:7]12([C:17](Cl)=[O:18])[CH2:16][CH:11]3[CH2:12][CH:13]([CH2:15][CH:9]([CH2:10]3)[CH2:8]1)[CH2:14]2.[C:20]1([NH:26][C:27](=[S:30])[NH:28][NH2:29])[CH:25]=[CH:24][CH:23]=[CH:22][CH:21]=1. (3) Given the product [ClH:39].[ClH:39].[NH2:4][C:5]([C@@H:26]1[CH2:30][CH2:29][N:28]([CH2:31][C:32]2[CH:37]=[CH:36][C:35]([F:38])=[CH:34][CH:33]=2)[CH2:27]1)([CH2:13][CH2:14][CH2:15][CH2:16][B:17]([OH:21])[OH:18])[C:6]([OH:7])=[O:40], predict the reactants needed to synthesize it. The reactants are: C([NH:4][C:5]([C@@H:26]1[CH2:30][CH2:29][N:28]([CH2:31][C:32]2[CH:37]=[CH:36][C:35]([F:38])=[CH:34][CH:33]=2)[CH2:27]1)([CH2:13][CH2:14][CH2:15][CH2:16][B:17]1[O:21]C(C)(C)C(C)(C)[O:18]1)[C:6](NC(C)(C)C)=[O:7])(=O)C.[ClH:39].[OH2:40].